This data is from Reaction yield outcomes from USPTO patents with 853,638 reactions. The task is: Predict the reaction yield, written as a fraction of the theoretical maximum amount of product (1.0 means a 100% yield; for example, 0.34 means a 34% yield). (1) The reactants are [H-].[Na+].[C:3]1([S:9]([NH2:12])(=[O:11])=[O:10])[CH:8]=[CH:7][CH:6]=[CH:5][CH:4]=1.[CH2:13]([O:20][C:21]1[CH:26]=[CH:25][C:24]([C:27]2[N:31]([CH:32]3[CH2:37][CH2:36][CH2:35][CH2:34][CH2:33]3)[C:30]3[CH:38]=[CH:39][C:40]([C:42](O)=[O:43])=[CH:41][C:29]=3[N:28]=2)=[CH:23][CH:22]=1)[C:14]1[CH:19]=[CH:18][CH:17]=[CH:16][CH:15]=1. The catalyst is CN(C)C=O.ClCCl. The product is [CH2:13]([O:20][C:21]1[CH:22]=[CH:23][C:24]([C:27]2[N:31]([CH:32]3[CH2:33][CH2:34][CH2:35][CH2:36][CH2:37]3)[C:30]3[CH:38]=[CH:39][C:40]([C:42]([C:4]4[CH:5]=[CH:6][CH:7]=[CH:8][C:3]=4[S:9]([NH2:12])(=[O:11])=[O:10])=[O:43])=[CH:41][C:29]=3[N:28]=2)=[CH:25][CH:26]=1)[C:14]1[CH:19]=[CH:18][CH:17]=[CH:16][CH:15]=1. The yield is 0.540. (2) The reactants are [F:1][C:2]1[CH:3]=[C:4]2[C:8](=[CH:9][CH:10]=1)[N:7]([CH2:11][C:12]1[O:13][C:14]([C:17]([F:20])([F:19])[F:18])=[CH:15][CH:16]=1)[C:6](=[O:21])[C:5]2([C:24]1[C:32](O)=[CH:31][C:27]2[O:28][CH2:29][O:30][C:26]=2[CH:25]=1)[CH2:22][OH:23].C(P(CCCC)CCCC)CCC.N(C(OC(C)(C)C)=O)=NC(OC(C)(C)C)=O. The catalyst is O1CCCC1. The product is [F:1][C:2]1[CH:3]=[C:4]2[C:8](=[CH:9][CH:10]=1)[N:7]([CH2:11][C:12]1[O:13][C:14]([C:17]([F:19])([F:20])[F:18])=[CH:15][CH:16]=1)[C:6](=[O:21])[C:5]12[C:24]2=[CH:25][C:26]3[O:30][CH2:29][O:28][C:27]=3[CH:31]=[C:32]2[O:23][CH2:22]1. The yield is 0.340. (3) The reactants are [I-:1].[NH:2]1[CH:6]=[CH:5][CH:4]=[C:3]1[CH2:7][N+](C)(C)C.[C:12]1([P:18]([C:25]2C=CC=CC=2)[C:19]2C=CC=CC=2)C=CC=CC=1. The catalyst is C(#N)C. The product is [I-:1].[NH:2]1[CH:6]=[CH:5][CH:4]=[C:3]1[CH2:7][P+:18]([CH3:25])([CH3:19])[CH3:12]. The yield is 0.920. (4) The reactants are [CH2:1]([O:5][C:6]1[CH:11]=[CH:10][C:9]([N+:12]([O-])=O)=[CH:8][N:7]=1)[CH2:2][CH2:3][CH3:4].[H][H]. The catalyst is [Pd].C(O)C. The product is [CH2:1]([O:5][C:6]1[N:7]=[CH:8][C:9]([NH2:12])=[CH:10][CH:11]=1)[CH2:2][CH2:3][CH3:4]. The yield is 0.930. (5) The reactants are [I:1]I.[F:3][C:4]([F:13])([F:12])[C:5]1[CH:10]=[C:9]([OH:11])[CH:8]=[CH:7][N:6]=1.C([O-])([O-])=O.[K+].[K+]. The catalyst is CO. The product is [I:1][C:8]1[C:9]([OH:11])=[CH:10][C:5]([C:4]([F:3])([F:12])[F:13])=[N:6][CH:7]=1. The yield is 0.570.